From a dataset of Catalyst prediction with 721,799 reactions and 888 catalyst types from USPTO. Predict which catalyst facilitates the given reaction. (1) Reactant: [Br:1][C:2]1[CH:16]=[CH:15][CH:14]=[CH:13][C:3]=1[CH2:4][CH:5]([CH2:9][CH:10]([CH3:12])[CH3:11])[C:6]([OH:8])=O.C1CN([P+](O[N:34]2N=[N:41][C:36]3C=CC=C[C:35]2=3)(N2CCCC2)N2CCCC2)CC1.F[P-](F)(F)(F)(F)F.Cl.NCC#N.C(N(CC)CC)C.C([O-])(O)=O.[Na+]. Product: [Br:1][C:2]1[CH:16]=[CH:15][CH:14]=[CH:13][C:3]=1[CH2:4][CH:5]([CH2:9][CH:10]([CH3:12])[CH3:11])[C:6]([NH:41][CH2:36][C:35]#[N:34])=[O:8]. The catalyst class is: 3. (2) Reactant: [CH:1]([C:4]1[CH:9]=[CH:8][C:7]([C:10]2[N:14]3[CH:15]=[N:16][C:17]4[N:21](S(C5C=CC(C)=CC=5)(=O)=O)[CH:20]=[CH:19][C:18]=4[C:13]3=[C:12]([CH:32]3[CH2:37][CH2:36][CH2:35][N:34]([C:38](=[O:40])[CH3:39])[CH2:33]3)[N:11]=2)=[CH:6][CH:5]=1)([CH3:3])[CH3:2].CCCC[N+](CCCC)(CCCC)CCCC.[F-]. Product: [CH:1]([C:4]1[CH:9]=[CH:8][C:7]([C:10]2[N:14]3[CH:15]=[N:16][C:17]4[NH:21][CH:20]=[CH:19][C:18]=4[C:13]3=[C:12]([CH:32]3[CH2:37][CH2:36][CH2:35][N:34]([C:38](=[O:40])[CH3:39])[CH2:33]3)[N:11]=2)=[CH:6][CH:5]=1)([CH3:3])[CH3:2]. The catalyst class is: 1. (3) Reactant: [CH3:1][N:2]([CH:4]=O)[CH3:3].[CH3:6]NC.CN(C(ON1N=[N:24][C:19]2[CH:20]=[CH:21][CH:22]=CC1=2)=[N+](C)C)C.F[P-](F)(F)(F)(F)F.C([O-])(O)=O.[Na+]. Product: [CH3:1][N:2]([CH3:3])[CH2:4][C@H:19]([NH2:24])[CH2:20][CH:21]([CH3:6])[CH3:22]. The catalyst class is: 20. (4) Reactant: [NH2:1][C:2]1[NH:7][C:6](=O)[CH:5]=[C:4]([CH2:9][O:10][CH:11]([CH3:13])[CH3:12])[N:3]=1.F[P-](F)(F)(F)(F)F.N1(O[P+](N(C)C)(N(C)C)N(C)C)C2C=CC=CC=2N=N1.C1CCN2C(=NCCC2)CC1.[CH3:52][N:53]1[CH2:58][CH2:57][NH:56][CH2:55][CH2:54]1. Product: [CH:11]([O:10][CH2:9][C:4]1[CH:5]=[C:6]([N:56]2[CH2:57][CH2:58][N:53]([CH3:52])[CH2:54][CH2:55]2)[N:7]=[C:2]([NH2:1])[N:3]=1)([CH3:13])[CH3:12]. The catalyst class is: 10. (5) Reactant: [CH3:1][O:2][C:3]1[CH:8]=[CH:7][N:6]=[C:5]([CH2:9][CH2:10][C:11]([OH:13])=[O:12])[CH:4]=1.[NH2:14][C:15]1[C:20]([NH2:21])=[CH:19][C:18]([CH2:22][CH2:23][C:24]2[CH:29]=[CH:28][CH:27]=[CH:26][CH:25]=2)=[CH:17][N:16]=1. Product: [CH3:1][O:2][C:3]1[CH:8]=[CH:7][N:6]=[C:5]([CH2:9][CH2:10][C:11]([OH:13])=[O:12])[CH:4]=1.[NH2:14][C:15]1[C:20]([NH2:21])=[CH:19][C:18]([CH2:22][CH2:23][C:24]2[CH:29]=[CH:28][CH:27]=[CH:26][CH:25]=2)=[CH:17][N:16]=1.[CH3:1][O:2][C:3]1[CH:8]=[CH:7][N:6]=[C:5]([CH2:9][CH2:10][C:11]2[NH:14][C:15]3=[N:16][CH:17]=[C:18]([CH2:22][CH2:23][C:24]4[CH:25]=[CH:26][CH:27]=[CH:28][CH:29]=4)[CH:19]=[C:20]3[N:21]=2)[CH:4]=1. The catalyst class is: 98. (6) Reactant: [C:1]1([S:7]([N:10]2[C:14]3[N:15]=[CH:16][N:17]=[C:18]([N:19]4[CH2:24][CH2:23][NH:22][C:21]([CH3:26])([CH3:25])[CH2:20]4)[C:13]=3[CH:12]=[C:11]2[C:27]2[CH:32]=[CH:31][N:30]=[C:29]([O:33][CH3:34])[CH:28]=2)(=[O:9])=[O:8])[CH:6]=[CH:5][CH:4]=[CH:3][CH:2]=1.C(N(CC)CC)C.[F:42][CH:43]([F:66])[O:44][C:45]1[CH:46]=[C:47]([C@@H:51]([NH:53][C:54](=O)[O:55]C2C=CC([N+]([O-])=O)=CC=2)[CH3:52])[CH:48]=[CH:49][CH:50]=1. Product: [C:1]1([S:7]([N:10]2[C:14]3[N:15]=[CH:16][N:17]=[C:18]([N:19]4[CH2:24][CH2:23][N:22]([C:54]([NH:53][C@H:51]([C:47]5[CH:48]=[CH:49][CH:50]=[C:45]([O:44][CH:43]([F:42])[F:66])[CH:46]=5)[CH3:52])=[O:55])[C:21]([CH3:26])([CH3:25])[CH2:20]4)[C:13]=3[CH:12]=[C:11]2[C:27]2[CH:32]=[CH:31][N:30]=[C:29]([O:33][CH3:34])[CH:28]=2)(=[O:9])=[O:8])[CH:2]=[CH:3][CH:4]=[CH:5][CH:6]=1. The catalyst class is: 1.